The task is: Predict the reactants needed to synthesize the given product.. This data is from Full USPTO retrosynthesis dataset with 1.9M reactions from patents (1976-2016). (1) Given the product [C:17]1([O:16][C:14](=[O:15])[NH:12][C:9]2[CH:10]=[N:11][C:6]([N:2]3[N:3]=[CH:4][CH:5]=[N:1]3)=[CH:7][CH:8]=2)[CH:22]=[CH:21][CH:20]=[CH:19][CH:18]=1, predict the reactants needed to synthesize it. The reactants are: [N:1]1[N:2]([C:6]2[N:11]=[CH:10][C:9]([NH2:12])=[CH:8][CH:7]=2)[N:3]=[CH:4][CH:5]=1.Cl[C:14]([O:16][C:17]1[CH:22]=[CH:21][CH:20]=[CH:19][CH:18]=1)=[O:15]. (2) Given the product [C:1]1([C:7]2[N:8]=[CH:9][C:10]([C:13]([NH:17][CH2:18][CH2:19][NH:24][C:28]3[CH:27]=[CH:32][CH:31]=[CH:30][CH:29]=3)=[O:15])=[CH:11][N:12]=2)[CH:2]=[CH:3][CH:4]=[CH:5][CH:6]=1, predict the reactants needed to synthesize it. The reactants are: [C:1]1([C:7]2[N:12]=[CH:11][C:10]([C:13]([OH:15])=O)=[CH:9][N:8]=2)[CH:6]=[CH:5][CH:4]=[CH:3][CH:2]=1.C[N:17]1CCO[CH2:19][CH2:18]1.O[N:24]1[C:28]2[CH:29]=[CH:30][CH:31]=[CH:32][C:27]=2N=N1.Cl.CN(C)CCCN=C=NCC.